This data is from Forward reaction prediction with 1.9M reactions from USPTO patents (1976-2016). The task is: Predict the product of the given reaction. (1) Given the reactants C(OP([CH2:9][C:10]([O:12][CH2:13][CH3:14])=[O:11])(OCC)=O)C.[H-].[Na+].[CH2:17]([O:24][C:25]1[CH:33]=[C:32]2[C:28]([C:29]([CH:40]=O)=[N:30][N:31]2[CH:34]2[CH2:39][CH2:38][CH2:37][CH2:36][O:35]2)=[CH:27][CH:26]=1)[C:18]1[CH:23]=[CH:22][CH:21]=[CH:20][CH:19]=1.O, predict the reaction product. The product is: [CH2:17]([O:24][C:25]1[CH:33]=[C:32]2[C:28]([C:29](/[CH:40]=[CH:9]/[C:10]([O:12][CH2:13][CH3:14])=[O:11])=[N:30][N:31]2[CH:34]2[CH2:39][CH2:38][CH2:37][CH2:36][O:35]2)=[CH:27][CH:26]=1)[C:18]1[CH:19]=[CH:20][CH:21]=[CH:22][CH:23]=1. (2) Given the reactants [CH3:1][O:2][C:3]1[N:8]=[CH:7][C:6]([C:9]2[CH:13]=[C:12]([NH:14][CH2:15][C:16]3[CH:24]=[CH:23][C:19]([C:20]([OH:22])=O)=[CH:18][CH:17]=3)[NH:11][N:10]=2)=[CH:5][CH:4]=1.CCN(CC)CC.C(Cl)CCl.[CH:36]1[CH:37]=[CH:38][C:39]2[N:44](O)N=[N:42][C:40]=2[CH:41]=1.C1(N)C=CC=CC=1N, predict the reaction product. The product is: [NH2:42][C:40]1[CH:41]=[CH:36][CH:37]=[CH:38][C:39]=1[NH:44][C:20](=[O:22])[C:19]1[CH:18]=[CH:17][C:16]([CH2:15][NH:14][C:12]2[NH:11][N:10]=[C:9]([C:6]3[CH:7]=[N:8][C:3]([O:2][CH3:1])=[CH:4][CH:5]=3)[CH:13]=2)=[CH:24][CH:23]=1.